This data is from Forward reaction prediction with 1.9M reactions from USPTO patents (1976-2016). The task is: Predict the product of the given reaction. (1) Given the reactants Cl[C:2]1[N:7]=[N:6][C:5]([C:8]([NH2:10])=[O:9])=[C:4]([NH:11][C:12]2[CH:17]=[CH:16][CH:15]=[C:14]([CH3:18])[N:13]=2)[CH:3]=1.C(N(CC)C(C)C)(C)C.[NH2:28][C@@H:29]1[CH2:34][CH2:33][CH2:32][CH2:31][C@@H:30]1[NH:35][C:36](=[O:42])[O:37][C:38]([CH3:41])([CH3:40])[CH3:39], predict the reaction product. The product is: [C:38]([O:37][C:36](=[O:42])[NH:35][C@H:30]1[CH2:31][CH2:32][CH2:33][CH2:34][C@H:29]1[NH:28][C:2]1[N:7]=[N:6][C:5]([C:8](=[O:9])[NH2:10])=[C:4]([NH:11][C:12]2[CH:17]=[CH:16][CH:15]=[C:14]([CH3:18])[N:13]=2)[CH:3]=1)([CH3:41])([CH3:39])[CH3:40]. (2) Given the reactants [C:1]([N:4]1[CH2:9][CH2:8][C:7]2([O:31][C:12]3([CH2:32][OH:33])[CH2:13][N:14]([S:18]([C:21]4[NH:22][C:23]5[C:28]([CH:29]=4)=[CH:27][C:26]([Cl:30])=[CH:25][CH:24]=5)(=[O:20])=[O:19])[CH2:15][C:16](=[O:17])[N:11]3[CH2:10]2)[CH2:6][CH2:5]1)(=[O:3])[CH3:2].C(N([CH2:39][CH3:40])CC)C.[CH3:41][S:42](Cl)(=[O:44])=[O:43].C(=O)([O-])O.[Na+], predict the reaction product. The product is: [C:1]([N:4]1[CH2:5][CH2:6][C:7]2([O:31][C:12]3([CH2:32][O:33][S:42]([CH3:41])(=[O:44])=[O:43])[CH2:13][N:14]([S:18]([C:21]4[N:22]([S:18]([C:40]5[CH:39]=[CH:8][CH:7]=[CH:6][CH:5]=5)(=[O:20])=[O:19])[C:23]5[C:28]([CH:29]=4)=[CH:27][C:26]([Cl:30])=[CH:25][CH:24]=5)(=[O:19])=[O:20])[CH2:15][C:16](=[O:17])[N:11]3[CH2:10]2)[CH2:8][CH2:9]1)(=[O:3])[CH3:2]. (3) Given the reactants C([C@@](C(O)=O)(O)[C@@](C(=O)C1C=CC(OC)=CC=1)(O)C(O)=O)(=O)C1C=CC(OC)=CC=1.[CH3:31][N:32]([CH3:52])[CH2:33][CH2:34][C@H:35]([O:41][C:42]1[C:51]2[C:46](=[CH:47][CH:48]=[CH:49][CH:50]=2)[CH:45]=[CH:44][CH:43]=1)[C:36]1[S:37][CH:38]=[CH:39][CH:40]=1.O.N, predict the reaction product. The product is: [CH3:52][N:32]([CH3:31])[CH2:33][CH2:34][C@H:35]([O:41][C:42]1[C:51]2[C:46](=[CH:47][CH:48]=[CH:49][CH:50]=2)[CH:45]=[CH:44][CH:43]=1)[C:36]1[S:37][CH:38]=[CH:39][CH:40]=1. (4) Given the reactants [CH3:1][C:2]1[C:7]([CH3:8])=[CH:6][N:5]=[C:4]([NH2:9])[CH:3]=1.Br[CH2:11][C:12](=O)[CH2:13][C@@H:14]1[CH2:19][CH2:18][CH2:17][CH2:16][N:15]1[C:20]([O:22][C:23]([CH3:26])([CH3:25])[CH3:24])=[O:21], predict the reaction product. The product is: [CH3:8][C:7]1[C:2]([CH3:1])=[CH:3][C:4]2[N:5]([CH:11]=[C:12]([CH2:13][C@@H:14]3[CH2:19][CH2:18][CH2:17][CH2:16][N:15]3[C:20]([O:22][C:23]([CH3:26])([CH3:25])[CH3:24])=[O:21])[N:9]=2)[CH:6]=1. (5) Given the reactants Cl.C([O:9][C:10]1[CH:20]=[CH:19][C:18]([C:21]2[CH:30]=[CH:29][C:28]3[C:23](=[CH:24][CH:25]=[C:26]([O:31]C)[CH:27]=3)[C:22]=2[O:33][C:34]2[CH:39]=[CH:38][C:37]([O:40][CH2:41][CH2:42][N:43]3[CH2:48][CH2:47][CH2:46][CH2:45][CH2:44]3)=[CH:36][CH:35]=2)=[CH:17][C:11]=1[C:12]([N:14]([CH3:16])[CH3:15])=[O:13])C1C=CC=CC=1.B(Br)(Br)Br, predict the reaction product. The product is: [OH:9][C:10]1[CH:20]=[CH:19][C:18]([C:21]2[CH:30]=[CH:29][C:28]3[C:23](=[CH:24][CH:25]=[C:26]([OH:31])[CH:27]=3)[C:22]=2[O:33][C:34]2[CH:39]=[CH:38][C:37]([O:40][CH2:41][CH2:42][N:43]3[CH2:48][CH2:47][CH2:46][CH2:45][CH2:44]3)=[CH:36][CH:35]=2)=[CH:17][C:11]=1[C:12]([N:14]([CH3:15])[CH3:16])=[O:13]. (6) Given the reactants [CH3:1][O:2][C:3]1[CH:4]=[C:5]([CH:7]=[C:8]([O:10]C)[CH:9]=1)[NH2:6].C[S-].[Na+].OP([O-])(O)=O.[Na+], predict the reaction product. The product is: [NH2:6][C:5]1[CH:7]=[C:8]([OH:10])[CH:9]=[C:3]([O:2][CH3:1])[CH:4]=1.